This data is from Reaction yield outcomes from USPTO patents with 853,638 reactions. The task is: Predict the reaction yield, written as a fraction of the theoretical maximum amount of product (1.0 means a 100% yield; for example, 0.34 means a 34% yield). (1) The reactants are FC(F)(F)C(O)=O.C([Si](C)(C)[O:13][C@@H:14]1[CH2:21][N:20]([CH2:22][CH2:23][CH2:24][N:25]([CH2:38][CH:39](OC)OC)[C:26](=[O:37])[CH2:27][NH:28][C:29]2[CH:34]=[CH:33][C:32]([Cl:35])=[C:31]([Cl:36])[CH:30]=2)[CH2:19][CH2:18][C:15]21[CH2:17][CH2:16]2)(C)(C)C.C([SiH](CC)CC)C. The catalyst is C(Cl)Cl. The product is [Cl:36][C:31]1[CH:30]=[C:29]([N:28]2[CH2:39][CH2:38][N:25]([CH2:24][CH2:23][CH2:22][N:20]3[CH2:19][CH2:18][C:15]4([CH2:17][CH2:16]4)[C@H:14]([OH:13])[CH2:21]3)[C:26](=[O:37])[CH2:27]2)[CH:34]=[CH:33][C:32]=1[Cl:35]. The yield is 0.170. (2) The reactants are Cl[C:2]1[C:11]2[C:6](=[CH:7][CH:8]=[CH:9][CH:10]=2)[C:5]([CH2:12][C:13]2[CH:18]=[CH:17][N:16]=[CH:15][CH:14]=2)=[N:4][N:3]=1.[F:19][C:20]1[C:28]([OH:29])=[CH:27][CH:26]=[C:25]2[C:21]=1[CH:22]=[C:23]([CH3:30])[NH:24]2.C(=O)([O-])[O-].[Cs+].[Cs+]. The catalyst is CN(C=O)C. The product is [F:19][C:20]1[C:28]([O:29][C:2]2[C:11]3[C:6](=[CH:7][CH:8]=[CH:9][CH:10]=3)[C:5]([CH2:12][C:13]3[CH:18]=[CH:17][N:16]=[CH:15][CH:14]=3)=[N:4][N:3]=2)=[CH:27][CH:26]=[C:25]2[C:21]=1[CH:22]=[C:23]([CH3:30])[NH:24]2. The yield is 0.410. (3) The reactants are [N+:1]([C:4]1[CH:5]=[C:6]2[C:11](=[O:12])[O:10][C:8](=O)[C:7]2=[CH:13][CH:14]=1)([O-:3])=[O:2].[NH2:15][C:16]1[CH:24]=[CH:23][C:19]([C:20]([OH:22])=[O:21])=[CH:18][CH:17]=1. No catalyst specified. The product is [N+:1]([C:4]1[CH:5]=[C:6]2[C:11](=[O:12])[N:15]([C:16]3[CH:24]=[CH:23][C:19]([C:20]([OH:22])=[O:21])=[CH:18][CH:17]=3)[C:8](=[O:10])[C:7]2=[CH:13][CH:14]=1)([O-:3])=[O:2]. The yield is 0.810. (4) The reactants are [CH3:1][C:2]1[C:3]([CH:22]=O)=[CH:4][N:5]([S:13]([C:16]2[CH:21]=[CH:20][CH:19]=[CH:18][CH:17]=2)(=[O:15])=[O:14])[C:6]=1[C:7]1[CH:12]=[CH:11][CH:10]=[CH:9][CH:8]=1.[Cl-:24].C[NH3+].[C:27]([BH3-])#[N:28].[Na+]. The catalyst is CO. The product is [ClH:24].[CH3:27][NH:28][CH2:22][C:3]1[C:2]([CH3:1])=[C:6]([C:7]2[CH:12]=[CH:11][CH:10]=[CH:9][CH:8]=2)[N:5]([S:13]([C:16]2[CH:17]=[CH:18][CH:19]=[CH:20][CH:21]=2)(=[O:14])=[O:15])[CH:4]=1. The yield is 0.370. (5) The reactants are [NH2:1][C:2]1[CH:7]=[CH:6][CH:5]=[CH:4][C:3]=1[C:8]1[CH:13]=[CH:12][CH:11]=[CH:10][CH:9]=1.Cl.[N:15]([O-])=O.[Na+].[C:19]([CH2:21][C:22]([NH:24][CH2:25][CH:26]1[CH2:28][CH2:27]1)=[O:23])#[N:20].C([O-])(=O)C.[Na+].C(=O)([O-])[O-].[Na+].[Na+].C(=O)=O. The catalyst is C(O)(=O)C.O.C(O)C. The product is [C:3]1([C:8]2[CH:9]=[CH:10][CH:11]=[CH:12][CH:13]=2)[CH:4]=[CH:5][CH:6]=[CH:7][C:2]=1[NH:1][N:15]=[C:21]([C:19]#[N:20])[C:22]([NH:24][CH2:25][CH:26]1[CH2:28][CH2:27]1)=[O:23]. The yield is 0.360. (6) The reactants are [Br:1][C:2]1[CH:3]=[C:4]([F:17])[CH:5]=[C:6]2[C:10]=1[N:9]([CH3:11])[C:8]([C:12]([O:14]CC)=[O:13])=[CH:7]2.CO.O.Cl. The catalyst is [OH-].[K+]. The product is [Br:1][C:2]1[CH:3]=[C:4]([F:17])[CH:5]=[C:6]2[C:10]=1[N:9]([CH3:11])[C:8]([C:12]([OH:14])=[O:13])=[CH:7]2. The yield is 0.970. (7) The product is [CH2:3]1[C:4]2[C:9](=[CH:8][CH:7]=[CH:6][CH:5]=2)[CH2:1][CH:2]1[CH2:12][NH:14][C:19](=[O:23])[CH2:20][CH3:21]. The catalyst is C1COCC1. The yield is 0.970. The reactants are [CH2:1]1[C:9]2[C:4](=[CH:5][CH:6]=[CH:7][CH:8]=2)[CH2:3][CH:2]1NC.[CH2:12]([N:14](CC)CC)C.[C:19]([O:23]C(=O)CC)(=O)[CH2:20][CH3:21].